This data is from Full USPTO retrosynthesis dataset with 1.9M reactions from patents (1976-2016). The task is: Predict the reactants needed to synthesize the given product. (1) Given the product [CH:26]([C:23]1[CH:22]=[CH:21][C:20]([CH:19]=[C:18]([CH3:29])[CH2:17][O:1][C:2]2[CH:7]=[C:6]([CH3:8])[C:5]([NH:9][CH:10]=[O:11])=[C:4]([CH3:12])[C:3]=2[CH3:13])=[CH:25][CH:24]=1)([CH3:28])[CH3:27], predict the reactants needed to synthesize it. The reactants are: [OH:1][C:2]1[CH:7]=[C:6]([CH3:8])[C:5]([NH:9][CH:10]=[O:11])=[C:4]([CH3:12])[C:3]=1[CH3:13].[H-].[Na+].Br[CH2:17][C:18]([CH3:29])=[CH:19][C:20]1[CH:25]=[CH:24][C:23]([CH:26]([CH3:28])[CH3:27])=[CH:22][CH:21]=1.O. (2) Given the product [Br:8][C:5]1[CH:6]=[CH:7][C:2]2[N:3]([CH2:9][C:10](=[O:12])[N:1]=2)[CH:4]=1, predict the reactants needed to synthesize it. The reactants are: [NH2:1][C:2]1[CH:7]=[CH:6][C:5]([Br:8])=[CH:4][N+:3]=1[CH2:9][C:10]([O:12]CC)=O.[Br-].C[O-].[Na+]. (3) Given the product [C:1]([CH2:3][O:4][C:5]1[CH:6]=[C:7]([CH:31]=[C:32]([O:34][CH3:35])[CH:33]=1)[C:8]([NH:10][CH:11]1[CH2:12][CH2:13][N:14]([CH2:17][C:18]2[CH:19]=[C:20]([O:28][CH2:29][CH3:30])[C:21]([C:50]3[CH:55]=[CH:54][C:53]([F:56])=[CH:52][CH:51]=3)=[C:22]([O:24][CH2:25][CH3:26])[CH:23]=2)[CH2:15][CH2:16]1)=[O:9])#[N:2], predict the reactants needed to synthesize it. The reactants are: [C:1]([CH2:3][O:4][C:5]1[CH:6]=[C:7]([CH:31]=[C:32]([O:34][CH3:35])[CH:33]=1)[C:8]([NH:10][CH:11]1[CH2:16][CH2:15][N:14]([CH2:17][C:18]2[CH:23]=[C:22]([O:24][CH2:25][CH3:26])[C:21](F)=[C:20]([O:28][CH2:29][CH3:30])[CH:19]=2)[CH2:13][CH2:12]1)=[O:9])#[N:2].C(OC1C=C(C=O)C=C(OCC)C=1[C:50]1[CH:55]=[CH:54][C:53]([F:56])=[CH:52][CH:51]=1)C.C([BH3-])#N.[Na+].C(N(C(C)C)C(C)C)C. (4) Given the product [F:43][C:39]1[CH:38]=[C:37]([NH:36][CH2:35][CH2:34][NH:1][CH:2]2[CH2:7][CH2:6][N:5]([CH2:8][CH:9]3[N:19]4[C:20]5[N:11]([C:12](=[O:22])[CH:13]=[CH:14][C:15]=5[N:16]=[CH:17][C:18]4=[O:21])[CH2:10]3)[CH2:4][CH2:3]2)[CH:42]=[CH:41][CH:40]=1, predict the reactants needed to synthesize it. The reactants are: [NH2:1][CH:2]1[CH2:7][CH2:6][N:5]([CH2:8][CH:9]2[N:19]3[C:20]4[N:11]([C:12](=[O:22])[CH:13]=[CH:14][C:15]=4[N:16]=[CH:17][C:18]3=[O:21])[CH2:10]2)[CH2:4][CH2:3]1.C(=O)([O-])[O-].[K+].[K+].CS(O[CH2:34][CH2:35][NH:36][C:37]1[CH:42]=[CH:41][CH:40]=[C:39]([F:43])[CH:38]=1)(=O)=O. (5) The reactants are: [C:1]([N:5]1[C:9]([NH2:10])=[CH:8][C:7]([C:11]2[CH:16]=[CH:15][C:14]([CH3:17])=[CH:13][CH:12]=2)=[N:6]1)([CH3:4])([CH3:3])[CH3:2].[CH2:18]([O:20][C:21](=[O:32])[C:22](=[CH:28]OCC)[C:23]([O:25][CH2:26][CH3:27])=[O:24])[CH3:19]. Given the product [CH2:18]([O:20][C:21](=[O:32])[C:22](=[CH:28][NH:10][C:9]1[N:5]([C:1]([CH3:4])([CH3:3])[CH3:2])[N:6]=[C:7]([C:11]2[CH:12]=[CH:13][C:14]([CH3:17])=[CH:15][CH:16]=2)[CH:8]=1)[C:23]([O:25][CH2:26][CH3:27])=[O:24])[CH3:19], predict the reactants needed to synthesize it. (6) Given the product [CH3:27][N:28]([CH2:1][C:3]1[N:8]=[C:7]([C:9]([F:12])([F:10])[F:11])[N:6]=[C:5]([O:13][CH:14]2[CH2:19][CH2:18][N:17]([C:20]([O:22][C:23]([CH3:24])([CH3:25])[CH3:26])=[O:21])[CH2:16][CH2:15]2)[CH:4]=1)[CH3:29], predict the reactants needed to synthesize it. The reactants are: [CH:1]([C:3]1[N:8]=[C:7]([C:9]([F:12])([F:11])[F:10])[N:6]=[C:5]([O:13][CH:14]2[CH2:19][CH2:18][N:17]([C:20]([O:22][C:23]([CH3:26])([CH3:25])[CH3:24])=[O:21])[CH2:16][CH2:15]2)[CH:4]=1)=O.[CH3:27][NH:28][CH3:29].C1C(C(O)=O)=CC=C(NCC(NCC#N)=O)C=1. (7) The reactants are: [Cl:1][C:2]1[CH:3]=[CH:4][C:5]2[N:11]3[CH:12]=[CH:13][CH:14]=[C:10]3[C@@H:9]([CH2:15][C:16]([N:18]3[CH2:23][CH2:22][CH:21]([C:24]([O:26]CC)=[O:25])[CH2:20][CH2:19]3)=[O:17])[O:8][C@H:7]([C:29]3[CH:34]=[CH:33][CH:32]=[C:31]([O:35][CH3:36])[C:30]=3[O:37][CH3:38])[C:6]=2[CH:39]=1.C(=O)([O-])[O-].[K+].[K+].Cl.C(OCC)(=O)C. Given the product [Cl:1][C:2]1[CH:3]=[CH:4][C:5]2[N:11]3[CH:12]=[CH:13][CH:14]=[C:10]3[C@@H:9]([CH2:15][C:16]([N:18]3[CH2:23][CH2:22][CH:21]([C:24]([OH:26])=[O:25])[CH2:20][CH2:19]3)=[O:17])[O:8][C@H:7]([C:29]3[CH:34]=[CH:33][CH:32]=[C:31]([O:35][CH3:36])[C:30]=3[O:37][CH3:38])[C:6]=2[CH:39]=1, predict the reactants needed to synthesize it.